Dataset: Reaction yield outcomes from USPTO patents with 853,638 reactions. Task: Predict the reaction yield, written as a fraction of the theoretical maximum amount of product (1.0 means a 100% yield; for example, 0.34 means a 34% yield). (1) The yield is 0.370. The product is [Cl:18][C:13]([C:7]1[N:8]([CH2:11][CH3:12])[N:9]=[CH:10][C:6]=1[C:4]([O:3][CH2:1][CH3:2])=[O:5])=[O:15]. No catalyst specified. The reactants are [CH2:1]([O:3][C:4]([C:6]1[CH:10]=[N:9][N:8]([CH2:11][CH3:12])[C:7]=1[C:13]([OH:15])=O)=[O:5])[CH3:2].S(Cl)([Cl:18])=O. (2) The reactants are Cl[C:2]1[C:7]([N+:8]([O-:10])=[O:9])=[CH:6][N:5]=[C:4]2[N:11]([S:14]([C:17]3[CH:22]=[CH:21][CH:20]=[CH:19][CH:18]=3)(=[O:16])=[O:15])[CH:12]=[CH:13][C:3]=12.Cl.[O:24]1[CH2:29][CH2:28][CH2:27][CH:26]([NH2:30])[CH2:25]1.C(N(CC)C(C)C)(C)C. The catalyst is C(O)(C)C. The product is [N+:8]([C:7]1[CH:6]=[N:5][C:4]2[N:11]([S:14]([C:17]3[CH:22]=[CH:21][CH:20]=[CH:19][CH:18]=3)(=[O:16])=[O:15])[CH:12]=[CH:13][C:3]=2[C:2]=1[NH:30][CH:26]1[CH2:27][CH2:28][CH2:29][O:24][CH2:25]1)([O-:10])=[O:9]. The yield is 0.890. (3) The reactants are [C:1]([CH:4]([CH2:10][C:11](=O)[C:12]1[CH:17]=[CH:16][CH:15]=[CH:14][CH:13]=1)[C:5]([O:7][CH2:8][CH3:9])=[O:6])(=O)[CH3:2].C([O-])(=O)C.[NH4+:23]. The catalyst is C(O)(=O)C. The product is [CH3:2][C:1]1[NH:23][C:11]([C:12]2[CH:17]=[CH:16][CH:15]=[CH:14][CH:13]=2)=[CH:10][C:4]=1[C:5]([O:7][CH2:8][CH3:9])=[O:6]. The yield is 0.450. (4) The reactants are C(N1C=CN=C1)(N1C=CN=C1)=O.[CH3:13][C:14]1[C:22]([N+:23]([O-:25])=[O:24])=[CH:21][CH:20]=[CH:19][C:15]=1[C:16]([OH:18])=O.[CH2:26]([O:28][C:29](=[O:34])[CH2:30]C(O)=O)[CH3:27]. The catalyst is O1CCCC1.C(OCC)(=O)C. The product is [CH3:13][C:14]1[C:22]([N+:23]([O-:25])=[O:24])=[CH:21][CH:20]=[CH:19][C:15]=1[C:16](=[O:18])[CH2:30][C:29]([O:28][CH2:26][CH3:27])=[O:34]. The yield is 0.700. (5) The reactants are [NH2:1][CH:2]1[CH2:11][C:10]2[C:9]([C:12]([NH2:14])=[O:13])=[CH:8][CH:7]=[C:6]([F:15])[C:5]=2[O:4][CH2:3]1.[F:16][C:17]1[CH:18]=[C:19]2[C:23](=[CH:24][CH:25]=1)[NH:22][CH:21]=[C:20]2[C@@H:26]([CH3:30])[CH2:27][CH:28]=O.C(O)(=O)C.C([BH3-])#N.[Na+]. The catalyst is CO.C(Cl)Cl.CO. The product is [F:15][C:6]1[C:5]2[O:4][CH2:3][CH:2]([NH:1][CH2:28][CH2:27][C@@H:26]([C:20]3[C:19]4[C:23](=[CH:24][CH:25]=[C:17]([F:16])[CH:18]=4)[NH:22][CH:21]=3)[CH3:30])[CH2:11][C:10]=2[C:9]([C:12]([NH2:14])=[O:13])=[CH:8][CH:7]=1. The yield is 0.890.